This data is from Full USPTO retrosynthesis dataset with 1.9M reactions from patents (1976-2016). The task is: Predict the reactants needed to synthesize the given product. (1) Given the product [CH3:13][S:14]([O:19][CH2:18][C:6]1[N:7]([CH2:11][CH2:12][CH2:13][S:14]([CH3:17])(=[O:16])=[O:15])[C:8]2[C:4]([CH:5]=1)=[CH:3][C:2]([Cl:1])=[CH:10][CH:9]=2)(=[O:16])=[O:15], predict the reactants needed to synthesize it. The reactants are: [Cl:1][C:2]1[CH:3]=[C:4]2[C:8](=[CH:9][CH:10]=1)[N:7]([CH2:11][CH2:12][CH2:13][S:14]([CH3:17])(=[O:16])=[O:15])[C:6]([CH2:18][OH:19])=[CH:5]2. (2) Given the product [C:1]([O:5][C:6]([NH:12][C:13]1[CH:18]=[CH:17][N:16]=[CH:15][C:14]=1[CH2:20][CH:21]=[CH:22][CH2:23][O:24][CH2:25][O:26][CH3:27])=[O:8])([CH3:2])([CH3:3])[CH3:4], predict the reactants needed to synthesize it. The reactants are: [C:1]([O:5][C:6]([O:8]C([O-])=O)=O)([CH3:4])([CH3:3])[CH3:2].[NH2:12][C:13]1[CH:18]=[CH:17][N:16]=[CH:15][CH:14]=1.Br[CH2:20][CH:21]=[CH:22][CH2:23][O:24][CH2:25][O:26][CH3:27].[Cl-].[NH4+]. (3) Given the product [CH3:1][O:2][CH2:15][CH:13]([C:9]1[CH:10]=[CH:11][CH:12]=[C:7]([N+:4]([O-:6])=[O:5])[CH:8]=1)[OH:14], predict the reactants needed to synthesize it. The reactants are: [CH3:1][O-:2].[Na+].[N+:4]([C:7]1[CH:8]=[C:9]([CH:13]2[CH2:15][O:14]2)[CH:10]=[CH:11][CH:12]=1)([O-:6])=[O:5]. (4) Given the product [C:1]([O:5][C:6]([NH:8][CH:9]1[CH2:14][CH2:13][CH2:12][N:11]([C:15]2[N:19]([CH2:20][C:21]#[C:22][CH3:23])[C:18]([C:24]([OH:26])=[O:25])=[CH:17][N:16]=2)[CH2:10]1)=[O:7])([CH3:4])([CH3:2])[CH3:3], predict the reactants needed to synthesize it. The reactants are: [C:1]([O:5][C:6]([NH:8][CH:9]1[CH2:14][CH2:13][CH2:12][N:11]([C:15]2[N:19]([CH2:20][C:21]#[C:22][CH3:23])[C:18]([C:24]([O:26]CC)=[O:25])=[CH:17][N:16]=2)[CH2:10]1)=[O:7])([CH3:4])([CH3:3])[CH3:2].Cl. (5) Given the product [F:32][C:26]1[CH:27]=[CH:28][CH:29]=[C:30]([F:31])[C:25]=1[NH:24][C:22](=[O:23])[C:21]1[CH:33]=[C:17]([C:9]2[N:10]=[C:11]3[CH:16]=[CH:15][CH:14]=[CH:13][N:12]3[C:8]=2[C:6]2[CH:5]=[CH:4][N:3]=[C:2]([NH:42][C:41]3[CH:43]=[CH:44][C:45]([N:47]4[CH2:52][CH2:51][CH:50]([N:53]5[CH2:58][CH2:57][N:56]([S:59]([CH3:62])(=[O:61])=[O:60])[CH2:55][CH2:54]5)[CH2:49][CH2:48]4)=[CH:46][C:40]=3[O:39][CH3:38])[N:7]=2)[CH:18]=[CH:19][C:20]=1[O:34][CH:35]([CH3:37])[CH3:36], predict the reactants needed to synthesize it. The reactants are: Cl[C:2]1[N:7]=[C:6]([C:8]2[N:12]3[CH:13]=[CH:14][CH:15]=[CH:16][C:11]3=[N:10][C:9]=2[C:17]2[CH:18]=[CH:19][C:20]([O:34][CH:35]([CH3:37])[CH3:36])=[C:21]([CH:33]=2)[C:22]([NH:24][C:25]2[C:30]([F:31])=[CH:29][CH:28]=[CH:27][C:26]=2[F:32])=[O:23])[CH:5]=[CH:4][N:3]=1.[CH3:38][O:39][C:40]1[CH:46]=[C:45]([N:47]2[CH2:52][CH2:51][CH:50]([N:53]3[CH2:58][CH2:57][N:56]([S:59]([CH3:62])(=[O:61])=[O:60])[CH2:55][CH2:54]3)[CH2:49][CH2:48]2)[CH:44]=[CH:43][C:41]=1[NH2:42].C1(C)C=CC(S(O)(=O)=O)=CC=1. (6) Given the product [F:14][C:15]([F:20])([F:19])[C:16]([OH:18])=[O:17].[CH3:1][O:2][CH:3]1[CH2:6][NH:5][CH2:4]1, predict the reactants needed to synthesize it. The reactants are: [CH3:1][O:2][CH:3]1[CH2:6][N:5](C(OC(C)(C)C)=O)[CH2:4]1.[F:14][C:15]([F:20])([F:19])[C:16]([OH:18])=[O:17].